From a dataset of Full USPTO retrosynthesis dataset with 1.9M reactions from patents (1976-2016). Predict the reactants needed to synthesize the given product. (1) Given the product [OH:8][CH2:9][CH2:10][N:11]1[N:15]=[N:14][C:13]([C:16]2[CH:17]=[C:18]([C:22]3[N:27]4[N:28]=[CH:29][C:30]([C:31]([C:33]5[S:34][CH:35]=[CH:36][CH:37]=5)=[O:32])=[C:26]4[N:25]=[CH:24][CH:23]=3)[CH:19]=[CH:20][CH:21]=2)=[N:12]1, predict the reactants needed to synthesize it. The reactants are: [Si]([O:8][CH2:9][CH2:10][N:11]1[N:15]=[N:14][C:13]([C:16]2[CH:17]=[C:18]([C:22]3[N:27]4[N:28]=[CH:29][C:30]([C:31]([C:33]5[S:34][CH:35]=[CH:36][CH:37]=5)=[O:32])=[C:26]4[N:25]=[CH:24][CH:23]=3)[CH:19]=[CH:20][CH:21]=2)=[N:12]1)(C(C)(C)C)(C)C.BrCCO. (2) Given the product [Cl:1][C:2]1[CH:3]=[CH:4][C:5]([CH3:39])=[C:6]([N:8]2[C:15](=[O:16])[C:14]3[CH:13]=[C:12]([C:17]4[CH:18]=[C:19]([CH2:25][C:26]([NH2:42])=[O:28])[CH:20]=[CH:21][C:22]=4[O:23][CH3:24])[N:11]([CH:29]([CH3:31])[CH3:30])[C:10]=3[CH:9]2[C:32]2[CH:37]=[CH:36][C:35]([Cl:38])=[CH:34][CH:33]=2)[CH:7]=1, predict the reactants needed to synthesize it. The reactants are: [Cl:1][C:2]1[CH:3]=[CH:4][C:5]([CH3:39])=[C:6]([N:8]2[C:15](=[O:16])[C:14]3[CH:13]=[C:12]([C:17]4[CH:18]=[C:19]([CH2:25][C:26]([OH:28])=O)[CH:20]=[CH:21][C:22]=4[O:23][CH3:24])[N:11]([CH:29]([CH3:31])[CH3:30])[C:10]=3[CH:9]2[C:32]2[CH:37]=[CH:36][C:35]([Cl:38])=[CH:34][CH:33]=2)[CH:7]=1.CC[N:42]=C=NCCCN(C)C.Cl.C1C=CC2N(O)N=NC=2C=1.CCN(CC)CC.N. (3) Given the product [CH3:14][C:11]1[CH:12]=[C:13]2[N:9]([C:10]=1[CH3:15])[CH:8]=[CH:7][CH:6]=[C:5]2[CH2:3][OH:2], predict the reactants needed to synthesize it. The reactants are: C[O:2][C:3]([C:5]1[C:13]2[N:9]([C:10]([CH3:15])=[C:11]([CH3:14])[CH:12]=2)[CH:8]=[CH:7][CH:6]=1)=O.[H-].[H-].[H-].[H-].[Li+].[Al+3]. (4) Given the product [CH2:34]([N:22]1[CH:23]=[C:24]([C:26]2[CH:31]=[CH:30][C:29]([Cl:32])=[CH:28][C:27]=2[Cl:33])[N:25]=[C:21]1[C@@H:20]([NH:38][C:48]([CH:45]1[CH2:46][CH2:47][CH:42]([O:41][CH3:40])[CH2:43][CH2:44]1)=[O:49])[CH2:19][C:16]1[CH:15]=[CH:14][C:13]([O:12][CH2:11][C:8]2[CH:9]=[CH:10][C:5]([C:4]([OH:3])=[O:39])=[CH:6][CH:7]=2)=[CH:18][CH:17]=1)[CH2:35][CH2:36][CH3:37], predict the reactants needed to synthesize it. The reactants are: Cl.C[O:3][C:4](=[O:39])[C:5]1[CH:10]=[CH:9][C:8]([CH2:11][O:12][C:13]2[CH:18]=[CH:17][C:16]([CH2:19][C@H:20]([NH2:38])[C:21]3[N:22]([CH2:34][CH2:35][CH2:36][CH3:37])[CH:23]=[C:24]([C:26]4[CH:31]=[CH:30][C:29]([Cl:32])=[CH:28][C:27]=4[Cl:33])[N:25]=3)=[CH:15][CH:14]=2)=[CH:7][CH:6]=1.[CH3:40][O:41][CH:42]1[CH2:47][CH2:46][CH:45]([C:48](O)=[O:49])[CH2:44][CH2:43]1. (5) Given the product [NH2:18][C:14]1[CH:13]=[C:12]2[C:11](=[CH:16][C:15]=1[F:17])[O:10][CH2:9][C:8]1[N:7]2[CH:5]([CH3:6])[C:4](=[O:20])[NH:22][N:23]=1, predict the reactants needed to synthesize it. The reactants are: C(O[C:4](=[O:20])[CH:5]([N:7]1[C:12]2[CH:13]=[C:14]([NH2:18])[C:15]([F:17])=[CH:16][C:11]=2[O:10][CH2:9][C:8]1=S)[CH3:6])C.O.[NH2:22][NH2:23]. (6) Given the product [CH3:1][N:2]1[C:6]([C:7]2[CH:19]=[N:18][C:17]3[C:16]4[CH:15]=[C:14]([S:40]([CH3:34])(=[O:42])=[O:41])[CH:13]=[CH:12][C:11]=4[NH:10][C:9]=3[CH:8]=2)=[C:5]([CH3:25])[N:4]=[N:3]1, predict the reactants needed to synthesize it. The reactants are: [CH3:1][N:2]1[C:6]([C:7]2[CH:19]=[N:18][C:17]3[C:16]4[C:15](F)=[CH:14][C:13](C(OC)=O)=[CH:12][C:11]=4[NH:10][C:9]=3[CH:8]=2)=[C:5]([CH3:25])[N:4]=[N:3]1.BrC1C=NC2C3C=[C:34]([S:40](C)(=[O:42])=[O:41])C=CC=3NC=2C=1. (7) Given the product [C:6]([C:5]1[CH:8]=[CH:9][C:2]([N:14]2[CH:15]=[C:11]([CH3:10])[N:12]=[CH:13]2)=[CH:3][CH:4]=1)#[CH:16], predict the reactants needed to synthesize it. The reactants are: F[C:2]1[CH:9]=[CH:8][C:5]([CH:6]=O)=[CH:4][CH:3]=1.[CH3:10][C:11]1[N:12]=[CH:13][NH:14][CH:15]=1.[C:16]([O-])([O-])=O.[K+].[K+].N1C=CN=C1.[N+](=C(P(=O)(OC)OC)C(=O)C)=[N-]. (8) Given the product [O:33]=[C:24]1[C:25]2[C:26](=[CH:29][CH:30]=[CH:31][CH:32]=2)[C:27](=[O:28])[N:23]1[CH2:22][CH2:21][CH2:20][N:4]([CH:1]([CH3:3])[CH3:2])[S:5]([C:8]1[CH:13]=[CH:12][CH:11]=[CH:10][C:9]=1[N+:14]([O-:16])=[O:15])(=[O:7])=[O:6], predict the reactants needed to synthesize it. The reactants are: [CH:1]([NH:4][S:5]([C:8]1[CH:13]=[CH:12][CH:11]=[CH:10][C:9]=1[N+:14]([O-:16])=[O:15])(=[O:7])=[O:6])([CH3:3])[CH3:2].[H-].[Na+].Br[CH2:20][CH2:21][CH2:22][N:23]1[C:27](=[O:28])[C:26]2=[CH:29][CH:30]=[CH:31][CH:32]=[C:25]2[C:24]1=[O:33]. (9) Given the product [F:21][C:19]1([F:22])[O:18][C:17]2[CH:23]=[CH:24][C:14]([C:11]3([C:9]([NH:8][C:6]4[CH:5]=[CH:4][C:3]([CH3:25])=[C:2]([C:42]5[CH:41]=[CH:40][C:39](=[O:53])[N:38]([CH2:37][CH2:36][S:33]([CH3:32])(=[O:34])=[O:35])[CH:43]=5)[N:7]=4)=[O:10])[CH2:13][CH2:12]3)=[CH:15][C:16]=2[O:20]1, predict the reactants needed to synthesize it. The reactants are: Cl[C:2]1[N:7]=[C:6]([NH:8][C:9]([C:11]2([C:14]3[CH:24]=[CH:23][C:17]4[O:18][C:19]([F:22])([F:21])[O:20][C:16]=4[CH:15]=3)[CH2:13][CH2:12]2)=[O:10])[CH:5]=[CH:4][C:3]=1[CH3:25].C(=O)([O-])[O-].[K+].[K+].[CH3:32][S:33]([CH2:36][CH2:37][N:38]1[CH:43]=[C:42](B2OC(C)(C)C(C)(C)O2)[CH:41]=[CH:40][C:39]1=[O:53])(=[O:35])=[O:34].FC(F)(F)C(O)=O. (10) Given the product [F:9][C:8]([F:11])([F:10])[C:4]1[CH:3]=[C:2]([CH:7]=[CH:6][CH:5]=1)[CH2:15][C@@H:17]1[O:20][CH2:29][CH2:28][NH:27][CH2:18]1, predict the reactants needed to synthesize it. The reactants are: Br[C:2]1[CH:3]=[C:4]([C:8]([F:11])([F:10])[F:9])[CH:5]=[CH:6][CH:7]=1.[Mg].II.[CH2:15]([C@H:17]1O[CH2:18]1)Cl.[OH-:20].[Na+].S(O)(O)(=O)=O.[NH2:27][CH2:28][CH3:29].